This data is from Forward reaction prediction with 1.9M reactions from USPTO patents (1976-2016). The task is: Predict the product of the given reaction. (1) Given the reactants [N+:1]([C:4]1[CH:9]=[CH:8][CH:7]=[CH:6][C:5]=1[N:10]1[C:15](=[O:16])[CH:14]=[CH:13][C:12]2[C:17]([C:23]3[CH:28]=[CH:27][CH:26]=[CH:25][CH:24]=3)=[C:18]([C:20]([OH:22])=O)[S:19][C:11]1=2)([O-:3])=[O:2].C(N1C=CN=C1)([N:31]1C=CN=C1)=O.N, predict the reaction product. The product is: [N+:1]([C:4]1[CH:9]=[CH:8][CH:7]=[CH:6][C:5]=1[N:10]1[C:15](=[O:16])[CH:14]=[CH:13][C:12]2[C:17]([C:23]3[CH:28]=[CH:27][CH:26]=[CH:25][CH:24]=3)=[C:18]([C:20]([NH2:31])=[O:22])[S:19][C:11]1=2)([O-:3])=[O:2]. (2) The product is: [Br:1][C:2]1[CH:3]=[C:4]([O:9][CH:11]([CH3:16])[C:12]#[N:13])[C:5]([Cl:8])=[N:6][CH:7]=1. Given the reactants [Br:1][C:2]1[CH:3]=[C:4]([OH:9])[C:5]([Cl:8])=[N:6][CH:7]=1.Br[C:11]1[C:12](Cl)=[N:13]C=C(O)[CH:16]=1.ClC(C)C#N.C(=O)([O-])[O-].[Cs+].[Cs+], predict the reaction product. (3) Given the reactants [NH2:1][C:2]1[CH:27]=[CH:26][C:5]([O:6][C:7]2[CH:22]=[CH:21][C:10]([C:11]([NH:13][C:14]3[CH:19]=[CH:18][C:17]([Br:20])=[CH:16][CH:15]=3)=[O:12])=[CH:9][C:8]=2[N+:23]([O-:25])=[O:24])=[CH:4][CH:3]=1.N1C=CC=CC=1.Cl[C:35]([O:37][CH2:38][C:39]([Cl:42])([Cl:41])[Cl:40])=[O:36], predict the reaction product. The product is: [Cl:40][C:39]([Cl:42])([Cl:41])[CH2:38][O:37][C:35](=[O:36])[NH:1][C:2]1[CH:27]=[CH:26][C:5]([O:6][C:7]2[CH:22]=[CH:21][C:10]([C:11](=[O:12])[NH:13][C:14]3[CH:19]=[CH:18][C:17]([Br:20])=[CH:16][CH:15]=3)=[CH:9][C:8]=2[N+:23]([O-:25])=[O:24])=[CH:4][CH:3]=1.